Dataset: Forward reaction prediction with 1.9M reactions from USPTO patents (1976-2016). Task: Predict the product of the given reaction. (1) Given the reactants [H-].[Al+3].[Li+].[H-].[H-].[H-].C([O:9][C:10]([C:12]1[C:13]([O:26][CH2:27][C:28]2[CH:33]=[CH:32][CH:31]=[CH:30][CH:29]=2)=[N:14][N:15]([CH2:17][O:18][CH2:19][C:20]2[CH:25]=[CH:24][CH:23]=[CH:22][CH:21]=2)[CH:16]=1)=O)C.O, predict the reaction product. The product is: [CH2:27]([O:26][C:13]1[C:12]([CH2:10][OH:9])=[CH:16][N:15]([CH2:17][O:18][CH2:19][C:20]2[CH:25]=[CH:24][CH:23]=[CH:22][CH:21]=2)[N:14]=1)[C:28]1[CH:29]=[CH:30][CH:31]=[CH:32][CH:33]=1. (2) Given the reactants Br[C:2]1[N:3]=[C:4]([C:16]2[O:17][C:18]([C:21]3[CH:26]=[CH:25][CH:24]=[CH:23][CH:22]=3)=[N:19][N:20]=2)[C:5]([NH:8][C:9](=[O:15])[O:10][C:11]([CH3:14])([CH3:13])[CH3:12])=[N:6][CH:7]=1.[NH:27]1[CH2:32][CH2:31][NH:30][CH2:29][CH2:28]1, predict the reaction product. The product is: [C:21]1([C:18]2[O:17][C:16]([C:4]3[C:5]([NH:8][C:9](=[O:15])[O:10][C:11]([CH3:14])([CH3:13])[CH3:12])=[N:6][CH:7]=[C:2]([N:27]4[CH2:32][CH2:31][NH:30][CH2:29][CH2:28]4)[N:3]=3)=[N:20][N:19]=2)[CH:26]=[CH:25][CH:24]=[CH:23][CH:22]=1. (3) Given the reactants Br[C:2]1[N:7]=[CH:6][C:5]([C:8]([OH:11])([CH3:10])[CH3:9])=[CH:4][CH:3]=1.[NH2:12][C:13]1[S:14][C:15]([C:21]2[CH:26]=[CH:25][CH:24]=[CH:23][CH:22]=2)=[CH:16][C:17]=1[C:18]([NH2:20])=[O:19], predict the reaction product. The product is: [OH:11][C:8]([C:5]1[CH:4]=[CH:3][C:2]([NH:12][C:13]2[S:14][C:15]([C:21]3[CH:22]=[CH:23][CH:24]=[CH:25][CH:26]=3)=[CH:16][C:17]=2[C:18]([NH2:20])=[O:19])=[N:7][CH:6]=1)([CH3:10])[CH3:9]. (4) Given the reactants Br[CH2:2][C:3]1[C:8]([C:9]2[CH:14]=[CH:13][CH:12]=[CH:11][CH:10]=2)=[CH:7][CH:6]=[CH:5][C:4]=1[C:15]1[CH:20]=[CH:19][CH:18]=[CH:17][CH:16]=1.[C-:21]#[N:22].[Na+].O, predict the reaction product. The product is: [C:9]1([C:8]2[CH:7]=[CH:6][CH:5]=[C:4]([C:15]3[CH:20]=[CH:19][CH:18]=[CH:17][CH:16]=3)[C:3]=2[CH2:2][C:21]#[N:22])[CH:10]=[CH:11][CH:12]=[CH:13][CH:14]=1. (5) Given the reactants Br[C:2]1[CH:3]=[C:4]2[C:10]([CH3:11])=[N:9][N:8]([CH2:12][C:13]3[CH:18]=[CH:17][C:16]([O:19][CH3:20])=[CH:15][CH:14]=3)[C:5]2=[N:6][CH:7]=1.[F:21][C:22]1[CH:23]=[C:24]([CH:26]=[CH:27][C:28]=1[N:29]1[CH2:34][CH2:33][N:32]([CH3:35])[CH2:31][CH2:30]1)[NH2:25].N#N.C(O[K])(C)(C)C.C1C=CC(P(C2C(C3C(P(C4C=CC=CC=4)C4C=CC=CC=4)=CC=C4C=3C=CC=C4)=C3C(C=CC=C3)=CC=2)C2C=CC=CC=2)=CC=1, predict the reaction product. The product is: [F:21][C:22]1[CH:23]=[C:24]([NH:25][C:2]2[CH:3]=[C:4]3[C:10]([CH3:11])=[N:9][N:8]([CH2:12][C:13]4[CH:18]=[CH:17][C:16]([O:19][CH3:20])=[CH:15][CH:14]=4)[C:5]3=[N:6][CH:7]=2)[CH:26]=[CH:27][C:28]=1[N:29]1[CH2:30][CH2:31][N:32]([CH3:35])[CH2:33][CH2:34]1. (6) The product is: [CH3:25][O:26][C:27](=[O:28])[CH2:29][O:30][C:31]1[CH:36]=[CH:35][C:34]([C:37]#[C:38][C:2]2[CH:3]=[CH:4][C:5]([O:23][CH3:24])=[C:6](/[CH:8]=[CH:9]/[C:10]3[NH:11][CH:12]=[C:13]([C:15]4[CH:20]=[CH:19][C:18]([Cl:21])=[CH:17][C:16]=4[Cl:22])[N:14]=3)[CH:7]=2)=[CH:33][CH:32]=1. Given the reactants Br[C:2]1[CH:3]=[CH:4][C:5]([O:23][CH3:24])=[C:6](/[CH:8]=[CH:9]/[C:10]2[NH:11][CH:12]=[C:13]([C:15]3[CH:20]=[CH:19][C:18]([Cl:21])=[CH:17][C:16]=3[Cl:22])[N:14]=2)[CH:7]=1.[CH3:25][O:26][C:27]([CH2:29][O:30][C:31]1[CH:36]=[CH:35][C:34]([C:37]#[CH:38])=[CH:33][CH:32]=1)=[O:28], predict the reaction product. (7) The product is: [F:15][C:16]1[CH:21]=[C:20]([F:22])[CH:19]=[CH:18][C:17]=1[C:23]([OH:24])([CH2:26][N:27]1[CH:31]=[N:30][CH:29]=[N:28]1)[CH2:25][N:3]1[C:4](=[O:14])[C:5]2[C:9]3[CH2:10][CH2:11][CH2:12][CH2:13][C:8]=3[S:7][C:6]=2[N:1]=[CH:2]1. Given the reactants [N:1]1[C:6]2[S:7][C:8]3[CH2:13][CH2:12][CH2:11][CH2:10][C:9]=3[C:5]=2[C:4](=[O:14])[NH:3][CH:2]=1.[F:15][C:16]1[CH:21]=[C:20]([F:22])[CH:19]=[CH:18][C:17]=1[C:23]1([CH2:26][N:27]2[CH:31]=[N:30][CH:29]=[N:28]2)[CH2:25][O:24]1.C[O-].[Na+], predict the reaction product. (8) Given the reactants [C:1]([O:4][CH:5]1[CH2:10][CH2:9][N:8]([C:11]2[CH:16]=[CH:15][C:14](Br)=[CH:13]N=2)[CH2:7][CH2:6]1)(=[O:3])[CH3:2].[B:18]1([B:18]2[O:22][C:21]([CH3:24])([CH3:23])[C:20]([CH3:26])([CH3:25])[O:19]2)[O:22][C:21]([CH3:24])([CH3:23])[C:20]([CH3:26])([CH3:25])[O:19]1.[CH3:36]C([O-])=O.[K+], predict the reaction product. The product is: [C:1]([O:4][CH:5]1[CH2:10][CH2:9][N:8]([C:11]2[CH:36]=[CH:13][C:14]([B:18]3[O:22][C:21]([CH3:24])([CH3:23])[C:20]([CH3:26])([CH3:25])[O:19]3)=[CH:15][CH:16]=2)[CH2:7][CH2:6]1)(=[O:3])[CH3:2].